This data is from Catalyst prediction with 721,799 reactions and 888 catalyst types from USPTO. The task is: Predict which catalyst facilitates the given reaction. Reactant: [F:1][C:2]([F:34])([F:33])[C:3]1[CH:4]=[C:5]([C@H:13]([N:15]([CH3:32])[C:16]([N:18]2[CH2:23][CH:22]3[C@@:20]([CH2:24][OH:25])([CH2:21]3)[C@@H:19]2[C:26]2[CH:31]=[CH:30][CH:29]=[CH:28][CH:27]=2)=[O:17])[CH3:14])[CH:6]=[C:7]([C:9]([F:12])([F:11])[F:10])[CH:8]=1.C(N(CC)CC)C.FC(F)(F)C1C=C(C(NC)C)C=C(C(F)(F)F)C=1.ClC(Cl)(OC(=O)OC(Cl)(Cl)Cl)Cl.C1([C@@H]2NCC3[C@@]2(CO)C3)C=CC=CC=1.C(N(C(C)C)CC)(C)C. Product: [F:12][C:9]([F:10])([F:11])[C:7]1[CH:6]=[C:5]([CH:13]([N:15]([CH3:32])[C:16]([N:18]2[CH2:23][CH:22]3[C:20]([CH2:24][OH:25])([CH2:21]3)[CH:19]2[C:26]2[CH:27]=[CH:28][CH:29]=[CH:30][CH:31]=2)=[O:17])[CH3:14])[CH:4]=[C:3]([C:2]([F:1])([F:33])[F:34])[CH:8]=1. The catalyst class is: 643.